This data is from Full USPTO retrosynthesis dataset with 1.9M reactions from patents (1976-2016). The task is: Predict the reactants needed to synthesize the given product. (1) Given the product [CH3:33][O:32][C:14]1[CH:15]=[C:16]([CH:19]2[CH2:24][CH2:23][NH:22][CH2:21][CH2:20]2)[CH:17]=[CH:18][C:13]=1[NH:12][C:4]1[N:3]=[C:2]([CH2:35][CH2:34][C:36]2[CH:37]=[C:38]([CH:42]=[CH:43][CH:44]=2)[C:39]([NH2:41])=[O:40])[C:7]([C:8]([F:10])([F:11])[F:9])=[CH:6][N:5]=1, predict the reactants needed to synthesize it. The reactants are: Cl[C:2]1[C:7]([C:8]([F:11])([F:10])[F:9])=[CH:6][N:5]=[C:4]([NH:12][C:13]2[CH:18]=[CH:17][C:16]([CH:19]3[CH2:24][CH2:23][N:22](C(OC(C)(C)C)=O)[CH2:21][CH2:20]3)=[CH:15][C:14]=2[O:32][CH3:33])[N:3]=1.[C:34]([C:36]1[CH:37]=[C:38]([CH:42]=[CH:43][CH:44]=1)[C:39]([NH2:41])=[O:40])#[CH:35].C1(P(C2C=CC=CC=2)C2C=CC=CC=2)C=CC=CC=1.C(N(CC)CC)C. (2) Given the product [CH2:15]([O:14][C:11]1[CH:12]=[CH:13][C:8]([C:1]2[CH:2]=[CH:3][C:4]([O:7][CH2:28][CH:26]=[CH2:25])=[CH:5][CH:6]=2)=[CH:9][CH:10]=1)[CH:16]=[CH2:17], predict the reactants needed to synthesize it. The reactants are: [C:1]1([C:8]2[CH:13]=[CH:12][C:11]([OH:14])=[CH:10][CH:9]=2)[CH:6]=[CH:5][C:4]([OH:7])=[CH:3][CH:2]=1.[CH2:15](Br)[CH:16]=[CH2:17].C([O-])([O-])=O.[K+].[K+].[CH3:25][C:26]([CH3:28])=O.